From a dataset of Full USPTO retrosynthesis dataset with 1.9M reactions from patents (1976-2016). Predict the reactants needed to synthesize the given product. (1) Given the product [CH3:9][C:1]1[CH:6]=[CH:5][C:4]([C:18]2[CH2:22][CH2:21][CH2:20][C:19]=2[C:23]([O:25][CH3:26])=[O:24])=[CH:3][CH:2]=1, predict the reactants needed to synthesize it. The reactants are: [C:1]1([CH3:9])[CH:6]=[CH:5][C:4]([Mg]Br)=[CH:3][CH:2]=1.FC(F)(C(F)(F)F)C(F)(F)C(F)(F)S(O[C:18]1[CH2:22][CH2:21][CH2:20][C:19]=1[C:23]([O:25][CH3:26])=[O:24])(=O)=O.C(OCC)(=O)C.Cl. (2) The reactants are: [OH:1][C@@H:2]([C:23]1[CH:28]=[CH:27][CH:26]=[CH:25][N:24]=1)[CH2:3][N:4]([CH2:6][C:7]1[S:22][C:10]2[N:11]([CH3:21])[CH:12]=[C:13]([C:16]([O:18]CC)=O)[C:14](=[O:15])[C:9]=2[CH:8]=1)[CH3:5].[F:29][C:30]1[CH:37]=[CH:36][C:33]([CH2:34][NH2:35])=[CH:32][CH:31]=1. Given the product [F:29][C:30]1[CH:37]=[CH:36][C:33]([CH2:34][NH:35][C:16]([C:13]2[C:14](=[O:15])[C:9]3[CH:8]=[C:7]([CH2:6][N:4]([CH2:3][C@@H:2]([OH:1])[C:23]4[CH:28]=[CH:27][CH:26]=[CH:25][N:24]=4)[CH3:5])[S:22][C:10]=3[N:11]([CH3:21])[CH:12]=2)=[O:18])=[CH:32][CH:31]=1, predict the reactants needed to synthesize it. (3) Given the product [ClH:37].[Cl:37][C:34]1[CH:33]=[CH:32][C:31]([O:30][CH2:29][C:26]2[CH:25]=[CH:24][C:23]([S:20]([NH:19][C:17]3[CH:16]=[CH:15][C:12]4[CH2:13][CH2:14][N:8]([CH3:6])[CH2:9][CH2:10][C:11]=4[CH:18]=3)(=[O:22])=[O:21])=[CH:28][CH:27]=2)=[CH:36][CH:35]=1, predict the reactants needed to synthesize it. The reactants are: C(O[C:6]([N:8]1[CH2:14][CH2:13][C:12]2[CH:15]=[CH:16][C:17]([NH:19][S:20]([C:23]3[CH:28]=[CH:27][C:26]([CH2:29][O:30][C:31]4[CH:36]=[CH:35][C:34]([Cl:37])=[CH:33][CH:32]=4)=[CH:25][CH:24]=3)(=[O:22])=[O:21])=[CH:18][C:11]=2[CH2:10][CH2:9]1)=O)(C)(C)C.Cl.C=O.C(O[BH-](OC(=O)C)OC(=O)C)(=O)C.[Na+].C(=O)(O)[O-].[Na+]. (4) Given the product [Cl:1][C:2]1[CH:3]=[CH:4][C:5]([C:28]#[N:29])=[C:6]([C:8]2[C:13]([O:14][CH3:15])=[CH:12][N:11]([CH:16]([CH2:20][CH:21]3[CH2:26][O:25][CH2:24][CH2:23][O:22]3)[C:17]([NH:30][C:31]3[CH:43]=[CH:42][C:34]([C:35]([O:37][C:38]([CH3:39])([CH3:40])[CH3:41])=[O:36])=[CH:33][CH:32]=3)=[O:18])[C:10](=[O:27])[CH:9]=2)[CH:7]=1, predict the reactants needed to synthesize it. The reactants are: [Cl:1][C:2]1[CH:3]=[CH:4][C:5]([C:28]#[N:29])=[C:6]([C:8]2[C:13]([O:14][CH3:15])=[CH:12][N:11]([CH:16]([CH2:20][CH:21]3[CH2:26][O:25][CH2:24][CH2:23][O:22]3)[C:17](O)=[O:18])[C:10](=[O:27])[CH:9]=2)[CH:7]=1.[NH2:30][C:31]1[CH:43]=[CH:42][C:34]([C:35]([O:37][C:38]([CH3:41])([CH3:40])[CH3:39])=[O:36])=[CH:33][CH:32]=1.